Dataset: Forward reaction prediction with 1.9M reactions from USPTO patents (1976-2016). Task: Predict the product of the given reaction. (1) The product is: [CH2:1]([O:8][C:9]1[CH:10]=[C:11]([C:12]2[C:27]([C:25]#[N:26])=[C:28]([OH:29])[N:24]=[C:22]([NH:21][CH:18]3[CH2:20][CH2:19]3)[N:23]=2)[CH:14]=[CH:15][N:16]=1)[C:2]1[CH:7]=[CH:6][CH:5]=[CH:4][CH:3]=1. Given the reactants [CH2:1]([O:8][C:9]1[CH:10]=[C:11]([CH:14]=[CH:15][N:16]=1)[CH:12]=O)[C:2]1[CH:7]=[CH:6][CH:5]=[CH:4][CH:3]=1.Cl.[CH:18]1([NH:21][C:22]([NH2:24])=[NH:23])[CH2:20][CH2:19]1.[C:25]([CH2:27][C:28](OCC)=[O:29])#[N:26].C(=O)([O-])[O-].[K+].[K+], predict the reaction product. (2) Given the reactants [NH2:1][C:2]1[CH:3]=[C:4]([C:8]([CH3:12])([CH3:11])[C:9]#[N:10])[CH:5]=[CH:6][CH:7]=1.C(=O)([O-])[O-].[K+].[K+].Cl[C:20]([O:22][C:23]1[CH:28]=[CH:27][CH:26]=[CH:25][CH:24]=1)=[O:21], predict the reaction product. The product is: [C:9]([C:8]([C:4]1[CH:3]=[C:2]([NH:1][C:20](=[O:21])[O:22][C:23]2[CH:28]=[CH:27][CH:26]=[CH:25][CH:24]=2)[CH:7]=[CH:6][CH:5]=1)([CH3:12])[CH3:11])#[N:10]. (3) Given the reactants [F:1][C:2]1[CH:7]=[CH:6][C:5]([C:8]2[N:9]=[C:10]3[N:14]([C:15]=2[C:16]2[CH:21]=[CH:20][N:19]=[C:18](SC)[N:17]=2)[CH:13]=[CH:12][O:11]3)=[CH:4][CH:3]=1.O[O:25][S:26]([O-:28])=O.[K+].S(OOS([O-])(=O)=O)([O-])(=O)=O.[K+].[K+].[CH3:42]O, predict the reaction product. The product is: [F:1][C:2]1[CH:7]=[CH:6][C:5]([C:8]2[N:9]=[C:10]3[N:14]([C:15]=2[C:16]2[CH:21]=[CH:20][N:19]=[C:18]([S:26]([CH3:42])(=[O:28])=[O:25])[N:17]=2)[CH:13]=[CH:12][O:11]3)=[CH:4][CH:3]=1. (4) The product is: [I-:35].[C:17]([C:15]1[N:16]=[C:12]([NH:11][C:7]2[CH:6]=[C:5]3[C:10](=[CH:9][CH:8]=2)[N+:1]([CH3:28])=[CH:2][CH:3]=[CH:4]3)[S:13][C:14]=1[NH:20][C:21]([C:23]1[CH:27]=[CH:26][S:25][CH:24]=1)=[O:22])(=[O:18])[NH2:19]. Given the reactants [N:1]1[C:10]2[C:5](=[CH:6][C:7]([NH:11][C:12]3[S:13][C:14]([NH:20][C:21]([C:23]4[CH:27]=[CH:26][S:25][CH:24]=4)=[O:22])=[C:15]([C:17]([NH2:19])=[O:18])[N:16]=3)=[CH:8][CH:9]=2)[CH:4]=[CH:3][CH:2]=1.[C:28]([O-])([O-])=O.[K+].[K+].C[I:35], predict the reaction product.